From a dataset of Forward reaction prediction with 1.9M reactions from USPTO patents (1976-2016). Predict the product of the given reaction. (1) The product is: [Cl:1][C:2]1[CH:3]=[CH:4][C:5]([NH:8][C:9]([CH:11]2[CH2:16][N:15]([C:35](=[O:36])[C:34]3[CH:38]=[CH:39][CH:40]=[C:32]([C:28]4[O:27][CH:31]=[CH:30][CH:29]=4)[CH:33]=3)[CH2:14][CH2:13][N:12]2[C:17]([O:19][CH2:20][C:21]2[CH:22]=[CH:23][CH:24]=[CH:25][CH:26]=2)=[O:18])=[O:10])=[CH:6][CH:7]=1. Given the reactants [Cl:1][C:2]1[CH:7]=[CH:6][C:5]([NH:8][C:9]([CH:11]2[CH2:16][NH:15][CH2:14][CH2:13][N:12]2[C:17]([O:19][CH2:20][C:21]2[CH:26]=[CH:25][CH:24]=[CH:23][CH:22]=2)=[O:18])=[O:10])=[CH:4][CH:3]=1.[O:27]1[CH:31]=[CH:30][CH:29]=[C:28]1[C:32]1[CH:33]=[C:34]([CH:38]=[CH:39][CH:40]=1)[C:35](O)=[O:36].Cl.CN(C)CCCN=C=NCC.C(N(CC)C(C)C)(C)C, predict the reaction product. (2) Given the reactants Cl.Cl.[Cl:3][C:4]1[CH:9]=[CH:8][C:7]([C:10]2[S:18][C:17]3[C:16](=[O:19])[N:15]([CH2:20][CH2:21][C:22]4[CH:27]=[CH:26][C:25]([CH2:28][NH:29][CH3:30])=[CH:24][CH:23]=4)[CH:14]=[N:13][C:12]=3[CH:11]=2)=[CH:6][CH:5]=1.Br[CH2:32][C:33]([O:35][C:36]([CH3:39])([CH3:38])[CH3:37])=[O:34].C(N(CC)CC)C.CN(C)C=O, predict the reaction product. The product is: [C:36]([O:35][C:33](=[O:34])[CH2:32][N:29]([CH2:28][C:25]1[CH:26]=[CH:27][C:22]([CH2:21][CH2:20][N:15]2[C:16](=[O:19])[C:17]3[S:18][C:10]([C:7]4[CH:6]=[CH:5][C:4]([Cl:3])=[CH:9][CH:8]=4)=[CH:11][C:12]=3[N:13]=[CH:14]2)=[CH:23][CH:24]=1)[CH3:30])([CH3:39])([CH3:38])[CH3:37]. (3) Given the reactants [Cl:1][C:2]1[C:7]([OH:8])=[CH:6][CH:5]=[CH:4][N:3]=1.Br[CH2:10][CH2:11][CH2:12][CH2:13][O:14][C:15]1[CH:20]=[CH:19][C:18]([C:21](=[O:26])[CH2:22][CH:23]([CH3:25])[CH3:24])=[C:17]([OH:27])[C:16]=1[CH3:28].C(=O)([O-])[O-].[Cs+].[Cs+], predict the reaction product. The product is: [Cl:1][C:2]1[C:7]([O:8][CH2:10][CH2:11][CH2:12][CH2:13][O:14][C:15]2[CH:20]=[CH:19][C:18]([C:21](=[O:26])[CH2:22][CH:23]([CH3:24])[CH3:25])=[C:17]([OH:27])[C:16]=2[CH3:28])=[CH:6][CH:5]=[CH:4][N:3]=1.